Dataset: Full USPTO retrosynthesis dataset with 1.9M reactions from patents (1976-2016). Task: Predict the reactants needed to synthesize the given product. (1) Given the product [F:35][C:33]([F:34])([F:36])[C:30]1[CH:31]=[CH:32][C:27]([NH:26][C:23]2[O:22][C:21]([C@@H:19]3[CH2:20][C@H:18]3[C:14]3[CH:13]=[C:12]4[C:17](=[CH:16][CH:15]=3)[NH:8][C:9](=[O:37])[CH:10]=[CH:11]4)=[N:25][N:24]=2)=[CH:28][CH:29]=1, predict the reactants needed to synthesize it. The reactants are: COC1C=CC(C[N:8]2[C:17]3[C:12](=[CH:13][C:14]([CH:18]4[CH2:20][CH:19]4[C:21]4[O:22][C:23]([NH:26][C:27]5[CH:32]=[CH:31][C:30]([C:33]([F:36])([F:35])[F:34])=[CH:29][CH:28]=5)=[N:24][N:25]=4)=[CH:15][CH:16]=3)[CH:11]=[CH:10][C:9]2=[O:37])=CC=1.C(O)(C(F)(F)F)=O. (2) The reactants are: Br[C:2]1[CH:7]=[CH:6][CH:5]=[CH:4][C:3]=1[CH2:8][C:9]([OH:11])=[O:10].[CH2:12]([C:17]1[CH:23]=[CH:22][C:20]([NH2:21])=[CH:19][CH:18]=1)[CH2:13][CH2:14][CH2:15][CH3:16]. Given the product [CH2:12]([C:17]1[CH:18]=[CH:19][C:20]([NH:21][C:2]2[CH:7]=[CH:6][CH:5]=[CH:4][C:3]=2[CH2:8][C:9]([OH:11])=[O:10])=[CH:22][CH:23]=1)[CH2:13][CH2:14][CH2:15][CH3:16], predict the reactants needed to synthesize it. (3) Given the product [F:1][C:2]1[CH:3]=[CH:4][C:5]([CH3:36])=[C:6]([CH:35]=1)[O:7][CH2:8][C:9]1[C:10]([C:23]2[CH:28]=[C:27]([CH2:29][OH:30])[CH:26]=[CH:25][C:24]=2[O:33][CH3:34])=[CH:11][CH:12]=[C:13]2[C:18]=1[N:17]([CH3:19])[C:16](=[O:20])[C:15]([CH3:22])([CH3:21])[NH:14]2, predict the reactants needed to synthesize it. The reactants are: [F:1][C:2]1[CH:3]=[CH:4][C:5]([CH3:36])=[C:6]([CH:35]=1)[O:7][CH2:8][C:9]1[C:10]([C:23]2[CH:28]=[C:27]([C:29](OC)=[O:30])[CH:26]=[CH:25][C:24]=2[O:33][CH3:34])=[CH:11][CH:12]=[C:13]2[C:18]=1[N:17]([CH3:19])[C:16](=[O:20])[C:15]([CH3:22])([CH3:21])[NH:14]2.[H-].[Al+3].[Li+].[H-].[H-].[H-].C(OCC)(=O)C.O. (4) Given the product [Br:35][CH2:13][CH2:12][CH2:11][CH2:10][C:7]1[CH:8]=[CH:9][C:4]([N+:1]([O-:3])=[O:2])=[CH:5][CH:6]=1, predict the reactants needed to synthesize it. The reactants are: [N+:1]([C:4]1[CH:9]=[CH:8][C:7]([CH2:10][CH2:11][CH2:12][CH2:13]O)=[CH:6][CH:5]=1)([O-:3])=[O:2].C1C=CC(P(C2C=CC=CC=2)C2C=CC=CC=2)=CC=1.C(Br)(Br)(Br)[Br:35].